This data is from Peptide-MHC class II binding affinity with 134,281 pairs from IEDB. The task is: Regression. Given a peptide amino acid sequence and an MHC pseudo amino acid sequence, predict their binding affinity value. This is MHC class II binding data. (1) The peptide sequence is GLEWNDNTVRVSETL. The MHC is DRB1_0701 with pseudo-sequence DRB1_0701. The binding affinity (normalized) is 0.367. (2) The binding affinity (normalized) is 0.648. The MHC is H-2-IAd with pseudo-sequence H-2-IAd. The peptide sequence is VVMPRTVQLRTGQSV. (3) The peptide sequence is SQTTANPACPEGT. The MHC is DRB1_1101 with pseudo-sequence DRB1_1101. The binding affinity (normalized) is 0. (4) The peptide sequence is KWHKHYLVCNYGPSG. The MHC is DRB3_0202 with pseudo-sequence DRB3_0202. The binding affinity (normalized) is 0.648. (5) The binding affinity (normalized) is 0.111. The peptide sequence is KCVTVMAPDKPSLDI. The MHC is DRB1_0401 with pseudo-sequence DRB1_0401.